The task is: Regression/Classification. Given a drug SMILES string, predict its absorption, distribution, metabolism, or excretion properties. Task type varies by dataset: regression for continuous measurements (e.g., permeability, clearance, half-life) or binary classification for categorical outcomes (e.g., BBB penetration, CYP inhibition). Dataset: cyp2c19_veith.. This data is from CYP2C19 inhibition data for predicting drug metabolism from PubChem BioAssay. (1) The molecule is CCCCC(=O)Nc1sc2c(c1C(=O)OCC)CCC(C=O)=C2Cl. The result is 1 (inhibitor). (2) The drug is C[C@@H](C(=O)NCc1ccc(S(C)(=O)=O)cc1)[C@@H]1C[C@@]1(C)[C@@H](NC(=O)OCc1ccccc1)c1ccccc1. The result is 1 (inhibitor). (3) The drug is C[C@@H](O)[C@H]1C(=O)N2C(C(=O)O)=C(S[C@@H]3CN[C@H](C(=O)N(C)C)C3)[C@H](C)[C@H]12. The result is 0 (non-inhibitor). (4) The molecule is CC(C)c1ccc(C(=O)CC2(O)C(=O)N(CN3CCOCC3)c3ccccc32)cc1. The result is 1 (inhibitor). (5) The drug is Cc1cccc(CNc2nc(-c3ccoc3)nc3ccccc23)c1. The result is 1 (inhibitor). (6) The molecule is N#Cc1ccc(CN2CCC3(CC2)CCN(C(=O)c2cnccn2)CC3)cc1. The result is 0 (non-inhibitor). (7) The drug is COc1cccc(-c2[nH]nc3c2C(c2ccsc2)C(C#N)=C(N)O3)c1. The result is 1 (inhibitor). (8) The molecule is Cn1c(=O)c2cc(S(=O)(=O)NCCC(=O)NCc3ccccc3Cl)ccc2n(C)c1=O. The result is 0 (non-inhibitor).